This data is from Reaction yield outcomes from USPTO patents with 853,638 reactions. The task is: Predict the reaction yield, written as a fraction of the theoretical maximum amount of product (1.0 means a 100% yield; for example, 0.34 means a 34% yield). The reactants are Br[C:2]1[C:10]2[C:5](=[CH:6][CH:7]=[C:8]([C:11]#[N:12])[CH:9]=2)[N:4]([CH:13]2[CH2:18][CH2:17][CH2:16][CH2:15][O:14]2)[N:3]=1.[OH:19][C:20]1[CH:21]=[C:22](B(O)O)[CH:23]=[CH:24][CH:25]=1.P([O-])([O-])([O-])=O.[K+].[K+].[K+]. The catalyst is C(COC)OC.ClCCl.C1C=CC(P(C2C=CC=CC=2)[C-]2C=CC=C2)=CC=1.C1C=CC(P(C2C=CC=CC=2)[C-]2C=CC=C2)=CC=1.Cl[Pd]Cl.[Fe+2]. The product is [OH:19][C:20]1[CH:25]=[C:24]([C:2]2[C:10]3[C:5](=[CH:6][CH:7]=[C:8]([C:11]#[N:12])[CH:9]=3)[N:4]([CH:13]3[CH2:18][CH2:17][CH2:16][CH2:15][O:14]3)[N:3]=2)[CH:23]=[CH:22][CH:21]=1. The yield is 0.850.